From a dataset of Forward reaction prediction with 1.9M reactions from USPTO patents (1976-2016). Predict the product of the given reaction. (1) Given the reactants [Cl:1][C:2]([Cl:19])([Cl:18])[CH2:3][O:4][C:5]([N:7]1[CH2:15][C:14]2[C:9](=[CH:10][CH:11]=[C:12]([CH2:16]O)[CH:13]=2)[CH2:8]1)=[O:6].C1(P(C2C=CC=CC=2)C2C=CC=CC=2)C=CC=CC=1.C(Br)(Br)(Br)[Br:40], predict the reaction product. The product is: [Cl:1][C:2]([Cl:19])([Cl:18])[CH2:3][O:4][C:5]([N:7]1[CH2:15][C:14]2[C:9](=[CH:10][CH:11]=[C:12]([CH2:16][Br:40])[CH:13]=2)[CH2:8]1)=[O:6]. (2) Given the reactants Cl.[CH3:2][N:3]1[CH2:8][CH2:7][N:6]([C:9]2[CH:14]=[C:13]([N:15]3[CH:24]([CH3:25])[CH2:23][C:22]4[C:17](=[CH:18][C:19]([CH:26]5[CH2:31][CH2:30][NH:29][CH2:28][CH2:27]5)=[CH:20][CH:21]=4)[CH2:16]3)[N:12]=[C:11]([NH2:32])[N:10]=2)[CH2:5][CH2:4]1.[N:33]([CH:36]([CH3:38])[CH3:37])=[C:34]=[O:35], predict the reaction product. The product is: [NH2:32][C:11]1[N:12]=[C:13]([N:15]2[CH:24]([CH3:25])[CH2:23][C:22]3[C:17](=[CH:18][C:19]([CH:26]4[CH2:27][CH2:28][N:29]([C:34]([NH:33][CH:36]([CH3:38])[CH3:37])=[O:35])[CH2:30][CH2:31]4)=[CH:20][CH:21]=3)[CH2:16]2)[CH:14]=[C:9]([N:6]2[CH2:7][CH2:8][N:3]([CH3:2])[CH2:4][CH2:5]2)[N:10]=1. (3) Given the reactants [NH2:1][C:2]1[C:3]([C:20]([NH:22][C:23]2[C:28]([N:29]3[CH2:34][CH2:33][C:32]([NH:36]C(=O)OC(C)(C)C)([CH3:35])[CH2:31][CH2:30]3)=[CH:27][CH:26]=[CH:25][N:24]=2)=[O:21])=[N:4][C:5]([C:8]2[C:13]([C:14]([F:17])([F:16])[F:15])=[C:12]([O:18][CH3:19])[CH:11]=[CH:10][N:9]=2)=[CH:6][N:7]=1.FC(F)(F)C(O)=O, predict the reaction product. The product is: [NH2:1][C:2]1[C:3]([C:20]([NH:22][C:23]2[C:28]([N:29]3[CH2:34][CH2:33][C:32]([NH2:36])([CH3:35])[CH2:31][CH2:30]3)=[CH:27][CH:26]=[CH:25][N:24]=2)=[O:21])=[N:4][C:5]([C:8]2[C:13]([C:14]([F:15])([F:17])[F:16])=[C:12]([O:18][CH3:19])[CH:11]=[CH:10][N:9]=2)=[CH:6][N:7]=1. (4) The product is: [CH2:26]([O:25][C:23](=[O:24])[CH2:22][C@H:18]1[C:19]2[C:15](=[CH:14][C:13]([O:12][CH2:11][CH2:10][CH2:9][O:8][C:7]3[CH:28]=[CH:29][C:4]([C:2]4[S:3][CH:32]=[CH:33][N:1]=4)=[CH:5][C:6]=3[O:30][CH3:31])=[CH:21][CH:20]=2)[CH2:16][CH2:17]1)[CH3:27]. Given the reactants [NH2:1][C:2]([C:4]1[CH:29]=[CH:28][C:7]([O:8][CH2:9][CH2:10][CH2:11][O:12][C:13]2[CH:14]=[C:15]3[C:19](=[CH:20][CH:21]=2)[C@H:18]([CH2:22][C:23]([O:25][CH2:26][CH3:27])=[O:24])[CH2:17][CH2:16]3)=[C:6]([O:30][CH3:31])[CH:5]=1)=[S:3].[CH2:32](OC(OCC)CBr)[CH3:33], predict the reaction product. (5) Given the reactants [N:1]1([C:7]([C@@H:9]([NH:12][C:13]2[CH:17]=[C:16]([C:18]3[CH:23]=[CH:22][CH:21]=[CH:20][CH:19]=3)[S:15][C:14]=2[C:24]([O:26][CH3:27])=[O:25])[CH2:10][CH3:11])=[O:8])[CH2:6][CH2:5][O:4][CH2:3][CH2:2]1.N1C=CC=CC=1.[CH3:34][C@H:35]1[CH2:40][CH2:39][C@H:38]([C:41](Cl)=[O:42])[CH2:37][CH2:36]1, predict the reaction product. The product is: [CH3:34][C@H:35]1[CH2:40][CH2:39][C@H:38]([C:41]([N:12]([C@H:9]([C:7]([N:1]2[CH2:6][CH2:5][O:4][CH2:3][CH2:2]2)=[O:8])[CH2:10][CH3:11])[C:13]2[CH:17]=[C:16]([C:18]3[CH:23]=[CH:22][CH:21]=[CH:20][CH:19]=3)[S:15][C:14]=2[C:24]([O:26][CH3:27])=[O:25])=[O:42])[CH2:37][CH2:36]1. (6) The product is: [N:15]1[CH:16]=[CH:17][CH:18]=[C:13]([O:12][C:20]2[CH:27]=[CH:26][C:23]([C:24]#[N:25])=[CH:22][CH:21]=2)[CH:14]=1. Given the reactants CC(C)([O-])C.[K+].C1COCC1.[OH:12][C:13]1[CH:14]=[N:15][CH:16]=[CH:17][CH:18]=1.I[C:20]1[CH:27]=[CH:26][C:23]([C:24]#[N:25])=[CH:22][CH:21]=1, predict the reaction product. (7) Given the reactants [CH3:1][C@H:2]1[N:7](C(OCC2C=CC=CC=2)=O)[CH2:6][C@@H:5]([C:18]([O:20]C)=[O:19])[CH2:4][CH2:3]1.Cl, predict the reaction product. The product is: [CH3:1][C@H:2]1[NH:7][CH2:6][C@@H:5]([C:18]([OH:20])=[O:19])[CH2:4][CH2:3]1. (8) Given the reactants [C:1]([NH:5][S:6]([C:9]1[S:10][CH:11]=[CH:12][N:13]=1)(=[O:8])=[O:7])([CH3:4])([CH3:3])[CH3:2].C([Li])CCC.C1(S([Cl:28])(=O)=O)C=CC=CC=1, predict the reaction product. The product is: [C:1]([NH:5][S:6]([C:9]1[S:10][C:11]([Cl:28])=[CH:12][N:13]=1)(=[O:7])=[O:8])([CH3:4])([CH3:2])[CH3:3].